Dataset: Reaction yield outcomes from USPTO patents with 853,638 reactions. Task: Predict the reaction yield, written as a fraction of the theoretical maximum amount of product (1.0 means a 100% yield; for example, 0.34 means a 34% yield). (1) The reactants are [OH:1][C:2]1([CH3:8])[CH2:7][CH2:6][O:5][CH2:4][CH2:3]1.[CH2:9](Cl)Cl.C(N([CH2:17][CH3:18])CC)C.[C:19](=[O:22])([O-])O.[Na+]. The catalyst is O. The product is [C:19]([O:1][C:2]1([CH3:8])[CH2:7][CH2:6][O:5][CH2:4][CH2:3]1)(=[O:22])[C:17]([CH3:18])=[CH2:9]. The yield is 0.550. (2) The reactants are [Li+].CC([N-]C(C)C)C.[C:9]([O:15][CH3:16])(=[O:14])[CH2:10][C:11]([CH3:13])=[O:12].[CH:17]1([C:22](=[O:36])[CH2:23][CH2:24][C:25]#[C:26][C:27]2[CH:32]=[C:31]([CH3:33])[C:30]([OH:34])=[CH:29][C:28]=2[CH3:35])[CH2:21][CH2:20][CH2:19][CH2:18]1. The catalyst is C1COCC1. The product is [CH3:16][O:15][C:9](=[O:14])[CH2:10][C:11](=[O:12])[CH2:13][C:22]([CH:17]1[CH2:21][CH2:20][CH2:19][CH2:18]1)([OH:36])[CH2:23][CH2:24][C:25]#[C:26][C:27]1[CH:32]=[C:31]([CH3:33])[C:30]([OH:34])=[CH:29][C:28]=1[CH3:35]. The yield is 0.480. (3) The reactants are Cl[C:2]1[C:7]([C:8]([N:10]2[CH2:15][CH2:14][CH:13]([C:16]3[CH:21]=[CH:20][C:19]([F:22])=[CH:18][CH:17]=3)[CH2:12][CH2:11]2)=[O:9])=[CH:6][N:5]([CH3:23])[C:4](=[O:24])[C:3]=1[CH3:25].[S:26]1[C:30]2[CH:31]=[CH:32][C:33]([NH2:35])=[CH:34][C:29]=2[N:28]=[CH:27]1. No catalyst specified. The product is [S:26]1[C:30]2[CH:31]=[CH:32][C:33]([NH:35][C:2]3[C:7]([C:8]([N:10]4[CH2:15][CH2:14][CH:13]([C:16]5[CH:21]=[CH:20][C:19]([F:22])=[CH:18][CH:17]=5)[CH2:12][CH2:11]4)=[O:9])=[CH:6][N:5]([CH3:23])[C:4](=[O:24])[C:3]=3[CH3:25])=[CH:34][C:29]=2[N:28]=[CH:27]1. The yield is 0.0300. (4) The reactants are FC(F)(F)C(O)=O.C(OC([N:15]1[CH2:19][C@H:18]2[N:20]([C:24](=[O:31])[C:25]3[CH:30]=[CH:29][CH:28]=[CH:27][CH:26]=3)[CH2:21][C:22](=[O:23])[C@H:17]2[N:16]1[C:32](=[O:51])[C@@H:33]([NH:38][C:39](=[O:50])[C:40]1[CH:45]=[CH:44][C:43]([C:46]([CH3:49])([CH3:48])[CH3:47])=[CH:42][CH:41]=1)[CH2:34][CH:35]([CH3:37])[CH3:36])=O)(C)(C)C. The catalyst is C(=O)([O-])O.[Na+]. The product is [C:24]([N:20]1[C@H:18]2[C@H:17]([N:16]([C:32]([C@@H:33]([NH:38][C:39](=[O:50])[C:40]3[CH:45]=[CH:44][C:43]([C:46]([CH3:49])([CH3:48])[CH3:47])=[CH:42][CH:41]=3)[CH2:34][CH:35]([CH3:37])[CH3:36])=[O:51])[NH:15][CH2:19]2)[C:22](=[O:23])[CH2:21]1)(=[O:31])[C:25]1[CH:26]=[CH:27][CH:28]=[CH:29][CH:30]=1. The yield is 0.370.